This data is from Catalyst prediction with 721,799 reactions and 888 catalyst types from USPTO. The task is: Predict which catalyst facilitates the given reaction. (1) Reactant: [OH-].[Na+].C([O:6][CH2:7][CH2:8][C:9]1[CH:14]=[CH:13][C:12]([C:15]2[N:19]([C:20]3[CH:25]=[CH:24][C:23]([N:26]4[CH:30]=[CH:29][CH:28]=[CH:27]4)=[CH:22][CH:21]=3)[N:18]=[C:17]([C:31]([F:34])([F:33])[F:32])[CH:16]=2)=[CH:11][CH:10]=1)(=O)C.CO.Cl. Product: [N:26]1([C:23]2[CH:24]=[CH:25][C:20]([N:19]3[C:15]([C:12]4[CH:13]=[CH:14][C:9]([CH2:8][CH2:7][OH:6])=[CH:10][CH:11]=4)=[CH:16][C:17]([C:31]([F:33])([F:32])[F:34])=[N:18]3)=[CH:21][CH:22]=2)[CH:30]=[CH:29][CH:28]=[CH:27]1. The catalyst class is: 1. (2) Reactant: Cl[C:2]([O:4][CH2:5][C:6]1[CH:11]=[CH:10][CH:9]=[CH:8][CH:7]=1)=[O:3].[Br:12][C:13]1[C:14]([O:31][CH3:32])=[C:15]([CH:21]([NH:23]C(=O)OC(C)(C)C)[CH3:22])[CH:16]=[C:17]([Cl:20])[C:18]=1[CH3:19].C(=O)([O-])[O-].[Na+].[Na+].O. Product: [Br:12][C:13]1[C:14]([O:31][CH3:32])=[C:15]([CH:21]([NH:23][C:2](=[O:3])[O:4][CH2:5][C:6]2[CH:11]=[CH:10][CH:9]=[CH:8][CH:7]=2)[CH3:22])[CH:16]=[C:17]([Cl:20])[C:18]=1[CH3:19]. The catalyst class is: 91. (3) Reactant: [CH2:1]([O:8][C:9]([N:11]1[CH2:16][CH2:15][CH:14]([CH2:17][NH:18][C:19]2[C:24]([Cl:25])=[C:23](SC)[N:22]=[C:21](SC)[N:20]=2)[CH2:13][CH2:12]1)=[O:10])[C:2]1[CH:7]=[CH:6][CH:5]=[CH:4][CH:3]=1.C(OCC)(=O)C.Cl. Product: [CH2:1]([O:8][C:9]([N:11]1[CH2:12][CH2:13][CH:14]([CH2:17][NH:18][C:19]2[C:24]([Cl:25])=[CH:23][N:22]=[CH:21][N:20]=2)[CH2:15][CH2:16]1)=[O:10])[C:2]1[CH:3]=[CH:4][CH:5]=[CH:6][CH:7]=1. The catalyst class is: 171. (4) Reactant: [CH:1]1[C:14]2[C:5](=[N:6][CH:7]=[C:8]3[C:13]=2[CH:12]=[CH:11][CH:10]=[CH:9]3)[CH:4]=[CH:3][CH:2]=1.[CH2:15]([Li])[CH3:16].[CH3:18][O:19][C:20]1[CH:25]=[CH:24][C:23]([S:26](Cl)(=[O:28])=[O:27])=[CH:22][C:21]=1[CH3:30]. Product: [CH2:15]([CH:7]1[C:8]2[C:13](=[CH:12][CH:11]=[CH:10][CH:9]=2)[C:14]2[CH:1]=[CH:2][CH:3]=[CH:4][C:5]=2[N:6]1[S:26]([C:23]1[CH:24]=[CH:25][C:20]([O:19][CH3:18])=[C:21]([CH3:30])[CH:22]=1)(=[O:28])=[O:27])[CH3:16]. The catalyst class is: 27.